From a dataset of Peptide-MHC class II binding affinity with 134,281 pairs from IEDB. Regression. Given a peptide amino acid sequence and an MHC pseudo amino acid sequence, predict their binding affinity value. This is MHC class II binding data. (1) The peptide sequence is TQLVLSSMVNPLVLS. The binding affinity (normalized) is 0.694. The MHC is DRB1_0405 with pseudo-sequence DRB1_0405. (2) The peptide sequence is GELQIVDKIDAHFKI. The MHC is DRB1_1501 with pseudo-sequence DRB1_1501. The binding affinity (normalized) is 0.477. (3) The peptide sequence is GELQIVDKIYAAFKI. The MHC is DRB1_0701 with pseudo-sequence DRB1_0701. The binding affinity (normalized) is 0.604.